Predict the reaction yield, written as a fraction of the theoretical maximum amount of product (1.0 means a 100% yield; for example, 0.34 means a 34% yield). From a dataset of Reaction yield outcomes from USPTO patents with 853,638 reactions. (1) The product is [F:12][C:13]1[CH:18]=[CH:17][C:16]([C:19]([C:21]2[C:30]([N+:31]([O-:33])=[O:32])=[C:29]3[C:24]([CH:25]=[CH:26][CH:27]=[N:28]3)=[CH:23][CH:22]=2)=[O:20])=[C:15]([CH3:34])[CH:14]=1. The catalyst is C(Cl)Cl. The yield is 0.870. The reactants are C1C=C[NH+]=CC=1.[O-][Cr](Cl)(=O)=O.[F:12][C:13]1[CH:18]=[CH:17][C:16]([CH:19]([C:21]2[C:30]([N+:31]([O-:33])=[O:32])=[C:29]3[C:24]([CH:25]=[CH:26][CH:27]=[N:28]3)=[CH:23][CH:22]=2)[OH:20])=[C:15]([CH3:34])[CH:14]=1. (2) The reactants are [C:1]([O:5][C:6]([NH:8][C@H:9]([C:38]1[CH:43]=[CH:42][CH:41]=[CH:40][CH:39]=1)[CH2:10][N:11]1[C:16](=[O:17])[C:15]([C:18]2[CH:23]=[CH:22][CH:21]=[C:20]([O:24][CH3:25])[C:19]=2[F:26])=[C:14]([CH3:27])[N:13]([CH2:28][C:29]2[C:34](F)=[CH:33][CH:32]=[CH:31][C:30]=2[F:36])[C:12]1=[O:37])=[O:7])([CH3:4])([CH3:3])[CH3:2].[CH3:44][S-:45].[Na+]. The catalyst is CS(C)=O. The product is [C:1]([O:5][C:6]([NH:8][C@H:9]([C:38]1[CH:43]=[CH:42][CH:41]=[CH:40][CH:39]=1)[CH2:10][N:11]1[C:16](=[O:17])[C:15]([C:18]2[CH:23]=[CH:22][CH:21]=[C:20]([O:24][CH3:25])[C:19]=2[F:26])=[C:14]([CH3:27])[N:13]([CH2:28][C:29]2[C:34]([S:45][CH3:44])=[CH:33][CH:32]=[CH:31][C:30]=2[F:36])[C:12]1=[O:37])=[O:7])([CH3:4])([CH3:3])[CH3:2]. The yield is 0.780.